From a dataset of Full USPTO retrosynthesis dataset with 1.9M reactions from patents (1976-2016). Predict the reactants needed to synthesize the given product. (1) Given the product [Cl:1][C:2]1[CH:3]=[C:4]([C:8]#[C:9][C:10]2([OH:17])[CH2:15][CH2:14][CH:13]([NH:18][C:19]3[CH:23]=[C:22]([CH3:24])[NH:21][N:20]=3)[CH2:12][CH2:11]2)[CH:5]=[CH:6][CH:7]=1, predict the reactants needed to synthesize it. The reactants are: [Cl:1][C:2]1[CH:3]=[C:4]([C:8]#[C:9][C:10]2([OH:17])[CH2:15][CH2:14][C:13](=O)[CH2:12][CH2:11]2)[CH:5]=[CH:6][CH:7]=1.[NH2:18][C:19]1[CH:23]=[C:22]([CH3:24])[NH:21][N:20]=1.C(O)(=O)C.C(O[BH-](OC(=O)C)OC(=O)C)(=O)C.[Na+]. (2) Given the product [Cl:22][C:23]1[CH:30]=[CH:29][C:26]([CH2:27][NH:28][C:12]([C:8]2[CH:7]=[C:6]3[C:11]([C:2](=[O:1])[N:3]([C:16]4[CH:21]=[CH:20][CH:19]=[CH:18][N:17]=4)[C:4](=[S:15])[NH:5]3)=[CH:10][CH:9]=2)=[O:13])=[CH:25][CH:24]=1, predict the reactants needed to synthesize it. The reactants are: [O:1]=[C:2]1[C:11]2[C:6](=[CH:7][C:8]([C:12](O)=[O:13])=[CH:9][CH:10]=2)[NH:5][C:4](=[S:15])[N:3]1[C:16]1[CH:21]=[CH:20][CH:19]=[CH:18][N:17]=1.[Cl:22][C:23]1[CH:30]=[CH:29][C:26]([CH2:27][NH2:28])=[CH:25][CH:24]=1.CCN(C(C)C)C(C)C.CN(C(ON1N=NC2C=CC=NC1=2)=[N+](C)C)C.F[P-](F)(F)(F)(F)F. (3) Given the product [CH3:23][O:22][C:20]1[CH:19]=[C:18]([C:24]2[C:25](=[NH:26])[N:3]([CH2:1][CH3:2])[C:4]3[N:5]=[C:6]([S:12][CH3:13])[N:7]=[N:8][C:9]=3[CH:10]=2)[CH:17]=[C:16]([O:30][CH3:27])[CH:21]=1, predict the reactants needed to synthesize it. The reactants are: [CH2:1]([NH:3][C:4]1[N:5]=[C:6]([S:12][CH3:13])[N:7]=[N:8][C:9]=1[CH:10]=O)[CH3:2].CO[C:16]1[CH:17]=[C:18]([CH2:24][C:25]#[N:26])[CH:19]=[C:20]([O:22][CH3:23])[CH:21]=1.[C:27](=[O:30])([O-])[O-].[K+].[K+]. (4) Given the product [CH3:22][O:21][C:19](=[O:20])[CH2:18][N:4]([C:3]1[CH:6]=[CH:7][C:8]([F:10])=[CH:9][C:2]=1[F:1])[CH3:5], predict the reactants needed to synthesize it. The reactants are: [F:1][C:2]1[CH:9]=[C:8]([F:10])[CH:7]=[CH:6][C:3]=1[NH:4][CH3:5].C([O-])([O-])=O.[K+].[K+].Br[CH2:18][C:19]([O:21][CH3:22])=[O:20].O.